The task is: Predict the reactants needed to synthesize the given product.. This data is from Full USPTO retrosynthesis dataset with 1.9M reactions from patents (1976-2016). (1) Given the product [OH:8][C:5]1[CH:6]=[CH:7][C:2]([NH:1][C:29]2[N:28]=[C:27]([C:20]3[C:21]4[C:22](=[N:23][CH:24]=[CH:25][CH:26]=4)[NH:18][CH:19]=3)[CH:32]=[CH:31][N:30]=2)=[CH:3][CH:4]=1, predict the reactants needed to synthesize it. The reactants are: [NH2:1][C:2]1[CH:7]=[CH:6][C:5]([OH:8])=[CH:4][CH:3]=1.C1(S([N:18]2[C:22]3=[N:23][CH:24]=[CH:25][CH:26]=[C:21]3[C:20]([C:27]3[CH:32]=[CH:31][N:30]=[C:29](Cl)[N:28]=3)=[CH:19]2)(=O)=O)C=CC=CC=1. (2) Given the product [F:25][C:5]1[CH:4]=[C:3]([NH:2][C:58](=[O:62])[CH2:85][C:83]([NH:79][C:80]2[CH:81]=[CH:50][C:49]([F:52])=[CH:48][CH:82]=2)=[O:87])[CH:24]=[CH:23][C:6]=1[O:7][C:8]1[CH:13]=[CH:12][N:11]=[C:10]([NH:14][CH2:15][CH2:16][N:17]2[CH2:22][CH2:21][O:20][CH2:19][CH2:18]2)[CH:9]=1, predict the reactants needed to synthesize it. The reactants are: Cl.[NH2:2][C:3]1[CH:24]=[CH:23][C:6]([O:7][C:8]2[CH:13]=[CH:12][N:11]=[C:10]([NH:14][CH2:15][CH2:16][N:17]3[CH2:22][CH2:21][O:20][CH2:19][CH2:18]3)[CH:9]=2)=[C:5]([F:25])[CH:4]=1.NC1N=CN=C(O[C:48]2C=CC(NC(NC(=O)CC3C=[CH:50][C:49]([F:52])=[CH:48]C=3)=S)=[CH:50][C:49]=2[F:52])C=1.CN([C:58]([O:62]N1N=NC2C=CC=CC1=2)=[N+](C)C)C.[B-](F)(F)(F)F.CC[N:79]([CH:83]([CH3:85])C)[CH:80]([CH3:82])[CH3:81].C[O:87]C1C=CC(CNC2N=C(OC3C=CC(N)=CC=3F)C=CN=2)=CC=1. (3) Given the product [F:1][C:2]1[CH:7]=[CH:6][C:5]([O:8][CH2:28][C:29]([F:32])([F:31])[F:30])=[C:4]([N+:9]([O-:11])=[O:10])[CH:3]=1, predict the reactants needed to synthesize it. The reactants are: [F:1][C:2]1[CH:7]=[CH:6][C:5]([OH:8])=[C:4]([N+:9]([O-:11])=[O:10])[CH:3]=1.C(=O)([O-])[O-].[Cs+].[Cs+].C1(C)C=CC(S(O[CH2:28][C:29]([F:32])([F:31])[F:30])(=O)=O)=CC=1.